From a dataset of Reaction yield outcomes from USPTO patents with 853,638 reactions. Predict the reaction yield, written as a fraction of the theoretical maximum amount of product (1.0 means a 100% yield; for example, 0.34 means a 34% yield). (1) The yield is 0.930. The catalyst is C(Cl)Cl.O. The reactants are [Br-].[CH3:2][O:3][C:4](=[O:25])[CH2:5][P+:6]([C:19]1[CH:24]=[CH:23][CH:22]=[CH:21][CH:20]=1)([C:13]1[CH:18]=[CH:17][CH:16]=[CH:15][CH:14]=1)[C:7]1[CH:12]=[CH:11][CH:10]=[CH:9][CH:8]=1.[OH-].[Na+]. The product is [C:13]1([P:6]([C:19]2[CH:24]=[CH:23][CH:22]=[CH:21][CH:20]=2)([C:7]2[CH:8]=[CH:9][CH:10]=[CH:11][CH:12]=2)=[CH:5][C:4]([O:3][CH3:2])=[O:25])[CH:14]=[CH:15][CH:16]=[CH:17][CH:18]=1. (2) The reactants are Br[C:2]1[CH:3]=[CH:4][C:5]([S:8]([NH:11][C@@H:12]2[CH2:15][C@H:14]([C:16]3[N:20]4[C:21]5[CH:27]=[CH:26][N:25]([S:28]([C:31]6[CH:37]=[CH:36][C:34]([CH3:35])=[CH:33][CH:32]=6)(=[O:30])=[O:29])[C:22]=5[N:23]=[CH:24][C:19]4=[N:18][N:17]=3)[C:13]2([CH3:39])[CH3:38])(=[O:10])=[O:9])=[N:6][CH:7]=1.[C:40]([NH:43][C@@H]1C[C@H](C(O)=O)C1(C)C)(=O)C.CCN(C(C)C)C(C)C.BrC1C=CC(S(Cl)(=O)=O)=NC=1.C([Zn]C#N)#N. The catalyst is CN(C=O)C.[OH-].[Na+].C1C=CC([P]([Pd]([P](C2C=CC=CC=2)(C2C=CC=CC=2)C2C=CC=CC=2)([P](C2C=CC=CC=2)(C2C=CC=CC=2)C2C=CC=CC=2)[P](C2C=CC=CC=2)(C2C=CC=CC=2)C2C=CC=CC=2)(C2C=CC=CC=2)C2C=CC=CC=2)=CC=1.C(Cl)CCl. The product is [C:40]([C:2]1[CH:3]=[CH:4][C:5]([S:8]([NH:11][C@@H:12]2[CH2:15][C@H:14]([C:16]3[N:20]4[C:21]5[CH:27]=[CH:26][N:25]([S:28]([C:31]6[CH:37]=[CH:36][C:34]([CH3:35])=[CH:33][CH:32]=6)(=[O:30])=[O:29])[C:22]=5[N:23]=[CH:24][C:19]4=[N:18][N:17]=3)[C:13]2([CH3:39])[CH3:38])(=[O:9])=[O:10])=[N:6][CH:7]=1)#[N:43]. The yield is 0.140.